This data is from Full USPTO retrosynthesis dataset with 1.9M reactions from patents (1976-2016). The task is: Predict the reactants needed to synthesize the given product. Given the product [Cl:1][C:2]1[N:7]=[CH:6][N:5]=[C:4]([C:8]([NH:10][C:11]2[CH:16]=[CH:15][C:14]([S:17]([NH:22][CH2:23][CH2:24][CH2:25][C:26]([O:28][CH2:29][CH3:30])=[O:27])(=[O:19])=[O:18])=[CH:13][C:12]=2[CH3:21])=[O:9])[CH:3]=1, predict the reactants needed to synthesize it. The reactants are: [Cl:1][C:2]1[N:7]=[CH:6][N:5]=[C:4]([C:8]([NH:10][C:11]2[CH:16]=[CH:15][C:14]([S:17](Cl)(=[O:19])=[O:18])=[CH:13][C:12]=2[CH3:21])=[O:9])[CH:3]=1.[NH2:22][CH2:23][CH2:24][CH2:25][C:26]([O:28][CH2:29][CH3:30])=[O:27].C(NC(C)C)(C)C.